This data is from Reaction yield outcomes from USPTO patents with 853,638 reactions. The task is: Predict the reaction yield, written as a fraction of the theoretical maximum amount of product (1.0 means a 100% yield; for example, 0.34 means a 34% yield). (1) The reactants are [CH3:1][S:2][CH2:3][CH2:4][CH2:5][NH:6][S:7]([C:10]1[C:15]([Cl:16])=[CH:14][CH:13]=[C:12]([N+:17]([O-:19])=[O:18])[C:11]=1Cl)(=[O:9])=[O:8].[H-].[Na+].[OH2:23]. No catalyst specified. The product is [CH3:1][S:2][CH2:3][CH2:4][CH2:5][NH:6][S:7]([C:10]1[C:15]([Cl:16])=[CH:14][CH:13]=[C:12]([N+:17]([O-:19])=[O:18])[C:11]=1[OH:23])(=[O:9])=[O:8]. The yield is 0.690. (2) The reactants are Br[C:2]1[CH:11]=[C:10]2[C:5]([C:6]([N:13]3[CH2:18][CH2:17][O:16][CH2:15][CH2:14]3)=[N:7][C:8]([Cl:12])=[N:9]2)=[CH:4][C:3]=1[F:19].[N:20]1[CH:25]=[CH:24][CH:23]=[C:22](B(O)O)[CH:21]=1.C(=O)([O-])[O-].[Na+].[Na+].CN(C=O)C. The catalyst is Cl[Pd](Cl)([P](C1C=CC=CC=1)(C1C=CC=CC=1)C1C=CC=CC=1)[P](C1C=CC=CC=1)(C1C=CC=CC=1)C1C=CC=CC=1.O. The product is [Cl:12][C:8]1[N:7]=[C:6]([N:13]2[CH2:18][CH2:17][O:16][CH2:15][CH2:14]2)[C:5]2[C:10](=[CH:11][C:2]([C:22]3[CH:21]=[N:20][CH:25]=[CH:24][CH:23]=3)=[C:3]([F:19])[CH:4]=2)[N:9]=1. The yield is 0.910. (3) The reactants are [BH4-].[Na+].[C:3]([C:7]1[C:12]([N+:13]([O-])=O)=[CH:11][CH:10]=[C:9]([C:16]([CH3:19])([CH3:18])[CH3:17])[C:8]=1[OH:20])([CH3:6])([CH3:5])[CH3:4].O. The catalyst is CO.Cl[Ni]Cl. The yield is 0.780. The product is [NH2:13][C:12]1[C:7]([C:3]([CH3:6])([CH3:5])[CH3:4])=[C:8]([OH:20])[C:9]([C:16]([CH3:17])([CH3:18])[CH3:19])=[CH:10][CH:11]=1. (4) The reactants are C(=O)(OCC)[O:2][C:3]1[CH:8]=[C:7]([N+:9]([O-:11])=[O:10])[C:6]([CH3:12])=[CH:5][C:4]=1[CH:13]1[CH:20]2[CH2:21][CH:16]3[CH2:17][CH:18]([CH2:22][CH:14]1[CH2:15]3)[CH2:19]2.N1CCCCC1. The catalyst is C(Cl)Cl. The product is [CH:14]12[CH2:15][CH:16]3[CH2:17][CH:18]([CH2:19][CH:20]([CH2:21]3)[CH:13]1[C:4]1[CH:5]=[C:6]([CH3:12])[C:7]([N+:9]([O-:11])=[O:10])=[CH:8][C:3]=1[OH:2])[CH2:22]2. The yield is 0.770. (5) The reactants are [C:1]([C:4]1[N:5]([CH3:34])[CH:6]=[C:7]([C:9]2[CH:14]=[CH:13][C:12]([CH2:15][C@H:16]([NH:20][C:21](=[O:33])[C:22]3[CH:27]=[CH:26][C:25]([O:28][CH:29]([CH3:31])[CH3:30])=[C:24]([Cl:32])[CH:23]=3)[CH2:17][CH2:18][OH:19])=[CH:11][CH:10]=2)[N:8]=1)(=[O:3])[CH3:2].[P:35](Cl)([O:39][CH3:40])([O:37][CH3:38])=[O:36].CCOC(C)=O.CO. The catalyst is C(Cl)Cl.CN(C1C=CN=CC=1)C. The product is [P:35]([O:39][CH3:40])([O:37][CH3:38])([O:19][CH2:18][CH2:17][C@@H:16]([NH:20][C:21]([C:22]1[CH:27]=[CH:26][C:25]([O:28][CH:29]([CH3:30])[CH3:31])=[C:24]([Cl:32])[CH:23]=1)=[O:33])[CH2:15][C:12]1[CH:13]=[CH:14][C:9]([C:7]2[N:8]=[C:4]([C:1](=[O:3])[CH3:2])[N:5]([CH3:34])[CH:6]=2)=[CH:10][CH:11]=1)=[O:36]. The yield is 0.770. (6) The reactants are [O-]P([O-])([O-])=O.[K+].[K+].[K+].[NH2:9][CH2:10][CH:11]([C:13]1[CH:18]=[CH:17][CH:16]=[CH:15][CH:14]=1)[OH:12].I[C:20]1[CH:25]=[CH:24][CH:23]=[C:22]([N+:26]([O-:28])=[O:27])[CH:21]=1.C(O)CO. The catalyst is [Cl-].[Na+].O.[Cu]I.C(Cl)Cl.C(O)(C)C. The product is [N+:26]([C:22]1[CH:21]=[C:20]([NH:9][CH2:10][CH:11]([C:13]2[CH:18]=[CH:17][CH:16]=[CH:15][CH:14]=2)[OH:12])[CH:25]=[CH:24][CH:23]=1)([O-:28])=[O:27]. The yield is 0.660.